This data is from Experimentally validated miRNA-target interactions with 360,000+ pairs, plus equal number of negative samples. The task is: Binary Classification. Given a miRNA mature sequence and a target amino acid sequence, predict their likelihood of interaction. The protein sequence of the target gene is MELAAGSFSEEQFWEACAELQQPALAGADWQLLVETSGISIYRLLDKKTGLYEYKVFGVLEDCSPTLLADIYMDSDYRKQWDQYVKELYEQECNGETVVYWEVKYPFPMSNRDYVYLRQRRDLDMEGRKIHVILARSTSMPQLGERSGVIRVKQYKQSLAIESDGKKGSKVFMYYFDNPGGQIPSWLINWAAKNGVPNFLKDMARACQNYLKKT. The miRNA is hsa-miR-665 with sequence ACCAGGAGGCUGAGGCCCCU. Result: 0 (no interaction).